From a dataset of Full USPTO retrosynthesis dataset with 1.9M reactions from patents (1976-2016). Predict the reactants needed to synthesize the given product. (1) Given the product [C:1]([O:5][C:6]([N:8]([C:10]1([C@@H:13]2[CH2:17][CH2:16][N:15]([C@H:18]([C:20]3[CH:25]=[CH:24][CH:23]=[CH:22][CH:21]=3)[CH3:19])[CH2:14]2)[CH2:11][CH2:12]1)[CH3:9])=[O:7])([CH3:2])([CH3:3])[CH3:4], predict the reactants needed to synthesize it. The reactants are: [C:1]([O:5][C:6]([N:8]([C:10]1([C@H:13]2[CH2:17][CH2:16][N:15]([C@H:18]([C:20]3[CH:25]=[CH:24][CH:23]=[CH:22][CH:21]=3)[CH3:19])[C:14]2=O)[CH2:12][CH2:11]1)[CH3:9])=[O:7])([CH3:4])([CH3:3])[CH3:2].C(=O)([O-])[O-].[K+].[K+].O. (2) The reactants are: [CH2:1]([Li])[CH2:2]CC.[CH2:6]([CH:8]1[C:20]2[CH:19]=[CH:18][CH:17]=[CH:16][C:15]=2[C:14]2[C:9]1=[CH:10][CH:11]=[CH:12][CH:13]=2)[CH3:7].BrCC.Cl. Given the product [CH2:6]([C:8]1([CH2:1][CH3:2])[C:9]2[CH:10]=[CH:11][CH:12]=[CH:13][C:14]=2[C:15]2[C:20]1=[CH:19][CH:18]=[CH:17][CH:16]=2)[CH3:7], predict the reactants needed to synthesize it. (3) Given the product [C:40]([O:39][C:37](=[O:38])[CH2:36][CH:35]([NH:34][C:32](=[O:33])[C@H:28]([CH:29]([CH3:30])[CH3:31])[NH:27][C:25]([C:16]1[N:15]([CH3:14])[C:23]2[C:18]([C:17]=1[CH3:24])=[CH:19][CH:20]=[CH:21][CH:22]=2)=[O:26])[C:44](=[O:47])[CH2:45][O:5][C:4](=[O:6])[C:3]1[C:2]([Cl:1])=[CH:10][CH:9]=[CH:8][C:7]=1[Cl:11])([CH3:42])([CH3:41])[CH3:43], predict the reactants needed to synthesize it. The reactants are: [Cl:1][C:2]1[CH:10]=[CH:9][CH:8]=[C:7]([Cl:11])[C:3]=1[C:4]([OH:6])=[O:5].[F-].[K+].[CH3:14][N:15]1[C:23]2[C:18](=[CH:19][CH:20]=[CH:21][CH:22]=2)[C:17]([CH3:24])=[C:16]1[C:25]([NH:27][C@H:28]([C:32]([NH:34][CH:35]([C:44](=[O:47])[CH2:45]Br)[CH2:36][C:37]([O:39][C:40]([CH3:43])([CH3:42])[CH3:41])=[O:38])=[O:33])[CH:29]([CH3:31])[CH3:30])=[O:26]. (4) Given the product [CH2:1]([O:8][C:9]1[C:14]2[CH2:15][CH2:16][O:17][C:13]=2[CH:12]=[C:11]([C:18]2[C:23]([C:24]#[N:25])=[C:22]([Cl:29])[N:21]=[CH:20][N:19]=2)[CH:10]=1)[C:2]1[CH:7]=[CH:6][CH:5]=[CH:4][CH:3]=1, predict the reactants needed to synthesize it. The reactants are: [CH2:1]([O:8][C:9]1[C:14]2[CH2:15][CH2:16][O:17][C:13]=2[CH:12]=[C:11]([C:18]2[C:23]([C:24]#[N:25])=[C:22](O)[N:21]=[CH:20][N:19]=2)[CH:10]=1)[C:2]1[CH:7]=[CH:6][CH:5]=[CH:4][CH:3]=1.O=P(Cl)(Cl)[Cl:29]. (5) Given the product [CH3:1][C@H:2]1[N:7]([CH2:8][CH2:9][O:10][C:11]2[CH:12]=[CH:13][CH:14]=[CH:15][CH:16]=2)[C@@H:6]([C:17]([O-:19])=[O:18])[CH2:5][CH2:4][CH2:3]1.[Na+:23], predict the reactants needed to synthesize it. The reactants are: [CH3:1][C@H:2]1[N:7]([CH2:8][CH2:9][O:10][C:11]2[CH:16]=[CH:15][CH:14]=[CH:13][CH:12]=2)[C@@H:6]([C:17]([O:19]CC)=[O:18])[CH2:5][CH2:4][CH2:3]1.[OH-].[Na+:23]. (6) The reactants are: [Cl:1][C:2]1[CH:3]=[CH:4][C:5]2[NH:11][C:10]3[CH:12]=[CH:13][CH:14]=[CH:15][C:9]=3[C:8](SC)=[N:7][C:6]=2[CH:18]=1.C(OC([NH:26][CH:27]1[CH2:31][CH2:30][NH:29][CH2:28]1)=O)(C)(C)C. Given the product [Cl:1][C:2]1[CH:3]=[CH:4][C:5]2[NH:11][C:10]3[CH:12]=[CH:13][CH:14]=[CH:15][C:9]=3[C:8]([N:29]3[CH2:30][CH2:31][CH:27]([NH2:26])[CH2:28]3)=[N:7][C:6]=2[CH:18]=1, predict the reactants needed to synthesize it. (7) Given the product [O:41]=[C:37]1[CH2:36][CH2:35][C:34]2[C:39](=[CH:40][C:31]([NH:30][C:2]3[C:3]4[NH:20][N:19]=[CH:18][C:4]=4[N:5]=[C:6]([C:8]4[CH:9]=[C:10]([CH:15]=[CH:16][CH:17]=4)[C:11]([O:13][CH3:14])=[O:12])[N:7]=3)=[CH:32][CH:33]=2)[NH:38]1, predict the reactants needed to synthesize it. The reactants are: Cl[C:2]1[C:3]2[C:4](=[CH:18][N:19](CC3C=CC(OC)=CC=3)[N:20]=2)[N:5]=[C:6]([C:8]2[CH:9]=[C:10]([CH:15]=[CH:16][CH:17]=2)[C:11]([O:13][CH3:14])=[O:12])[N:7]=1.[NH2:30][C:31]1[CH:40]=[C:39]2[C:34]([CH2:35][CH2:36][C:37](=[O:41])[NH:38]2)=[CH:33][CH:32]=1.Cl. (8) The reactants are: [Cl:1][C:2]1[N:3]([NH2:13])[CH:4]=[C:5]([C:7]2[CH:8]=[N:9][CH:10]=[CH:11][CH:12]=2)[N:6]=1.C(N(CC)CC)C.[C:21](Cl)(=[O:23])[CH3:22]. Given the product [Cl:1][C:2]1[N:3]([NH:13][C:21](=[O:23])[CH3:22])[CH:4]=[C:5]([C:7]2[CH:8]=[N:9][CH:10]=[CH:11][CH:12]=2)[N:6]=1, predict the reactants needed to synthesize it. (9) Given the product [CH3:2][N:3]1[C:11]2[C:6](=[CH:7][C:8]([NH2:12])=[CH:9][CH:10]=2)[CH:5]=[N:4]1, predict the reactants needed to synthesize it. The reactants are: Cl.[CH3:2][N:3]1[C:11]2[C:6](=[CH:7][C:8]([N+:12]([O-])=O)=[CH:9][CH:10]=2)[CH:5]=[N:4]1.